From a dataset of Blood-brain barrier permeability classification from the B3DB database. Regression/Classification. Given a drug SMILES string, predict its absorption, distribution, metabolism, or excretion properties. Task type varies by dataset: regression for continuous measurements (e.g., permeability, clearance, half-life) or binary classification for categorical outcomes (e.g., BBB penetration, CYP inhibition). Dataset: b3db_classification. (1) The molecule is CC12CC3CC(C)(C1)CC(N)(C3)C2. The result is 1 (penetrates BBB). (2) The drug is COc1ccc2c(c1)/C(=C/CCN(C)C)c1ccccc1O2. The result is 1 (penetrates BBB).